This data is from Full USPTO retrosynthesis dataset with 1.9M reactions from patents (1976-2016). The task is: Predict the reactants needed to synthesize the given product. Given the product [NH2:59][CH2:58][CH:38]([NH:39][C:8]1[NH:7][C:11]([C:12]2[CH:13]=[C:14]3[C:19](=[CH:20][CH:21]=2)[CH:18]=[N:17][CH:16]=[CH:15]3)=[CH:10][N:9]=1)[CH2:37][C:36]1[CH:35]=[CH:34][CH:43]=[CH:42][CH:41]=1, predict the reactants needed to synthesize it. The reactants are: C[Si](C)(C)CCOC[N:7]1[C:11]([C:12]2[CH:13]=[C:14]3[C:19](=[CH:20][CH:21]=2)[CH:18]=[N:17][CH:16]=[CH:15]3)=[CH:10][N:9]=[C:8]1S(C1C=CC=CC=1)(=O)=O.Br[C:34]1[CH:35]=[C:36]2[C:41](=[CH:42][CH:43]=1)C=[N:39][CH:38]=[CH:37]2.C([Sn](C1N(COCC[Si](C)(C)C)C(S(C2C=CC=CC=2)(=O)=O)=[N:59][CH:58]=1)(CCCC)CCCC)CCC.